From a dataset of Forward reaction prediction with 1.9M reactions from USPTO patents (1976-2016). Predict the product of the given reaction. (1) The product is: [C:1]([NH:9][CH2:10][C:11]1[N:12]=[C:13]([N:16]2[CH2:17][CH:18]([OH:20])[CH2:19]2)[S:14][CH:15]=1)(=[O:8])[C:2]1[CH:3]=[CH:4][CH:5]=[CH:6][CH:7]=1. Given the reactants [C:1]([NH:9][CH2:10][C:11]1[N:12]=[C:13]([N:16]2[CH2:19][CH:18]([O:20][Si](C(C)(C)C)(C3C=CC=CC=3)C3C=CC=CC=3)[CH2:17]2)[S:14][CH:15]=1)(=[O:8])[C:2]1[CH:7]=[CH:6][CH:5]=[CH:4][CH:3]=1.[F-].C([N+](CCCC)(CCCC)CCCC)CCC, predict the reaction product. (2) The product is: [Cl:1][C:2]1[N:3]=[C:4]([O:14][CH3:15])[C:5]2[N:6]([N:8]=[CH:9][CH:10]=2)[CH:7]=1. Given the reactants [Cl:1][C:2]1[N:3]=[C:4]([O:14][CH3:15])[C:5]2[N:6]([N:8]=[CH:9][C:10]=2C(O)=O)[CH:7]=1.CS(C)=O.C(O)(C(F)(F)F)=O, predict the reaction product. (3) Given the reactants [N:1]1([C:7]2[CH:16]=[CH:15][CH:14]=[C:13]3[C:8]=2[C:9]([NH2:18])=[N:10][C:11]([NH2:17])=[N:12]3)[CH2:6][CH2:5][NH:4][CH2:3][CH2:2]1.[F:19][C:20]1[CH:25]=[CH:24][C:23]([S:26](Cl)(=[O:28])=[O:27])=[CH:22][CH:21]=1, predict the reaction product. The product is: [F:19][C:20]1[CH:25]=[CH:24][C:23]([S:26]([N:4]2[CH2:5][CH2:6][N:1]([C:7]3[CH:16]=[CH:15][CH:14]=[C:13]4[C:8]=3[C:9]([NH2:18])=[N:10][C:11]([NH2:17])=[N:12]4)[CH2:2][CH2:3]2)(=[O:28])=[O:27])=[CH:22][CH:21]=1. (4) Given the reactants [CH2:1]([C:11]1[C:18]2[S:17][C:16]3[CH:19]=[CH:20][S:21][C:15]=3[C:14]=2[S:13][CH:12]=1)[CH2:2][CH2:3][CH2:4][CH2:5][CH2:6][CH2:7][CH2:8][CH2:9][CH3:10].[Br:22]N1C(=O)CCC1=O.O, predict the reaction product. The product is: [Br:22][C:12]1[S:13][C:14]2[C:15]3[S:21][CH:20]=[CH:19][C:16]=3[S:17][C:18]=2[C:11]=1[CH2:1][CH2:2][CH2:3][CH2:4][CH2:5][CH2:6][CH2:7][CH2:8][CH2:9][CH3:10].